Dataset: Reaction yield outcomes from USPTO patents with 853,638 reactions. Task: Predict the reaction yield, written as a fraction of the theoretical maximum amount of product (1.0 means a 100% yield; for example, 0.34 means a 34% yield). The reactants are Br[C:2]1[C:3]([O:18][C:19]2[CH:24]=[CH:23][C:22]([C:25]([O:27][C:28]([CH3:31])([CH3:30])[CH3:29])=[O:26])=[CH:21][C:20]=2[N+:32]([O-:34])=[O:33])=[C:4]([Cl:17])[CH:5]=[C:6]2[C:11]=1[O:10][CH2:9][CH2:8][CH:7]2[C:12]([O:14][CH2:15][CH3:16])=[O:13].P([O-])([O-])([O-])=O.[K+].[K+].[K+].C1(P([CH:56]2[CH2:61][CH2:60]CCC2)C2CCCCC2)CCCCC1.C1(B(O)O)CC1. The catalyst is C1(C)C=CC=CC=1.C([O-])(=O)C.[Pd+2].C([O-])(=O)C.O. The product is [C:28]([O:27][C:25]([C:22]1[CH:23]=[CH:24][C:19]([O:18][C:3]2[C:2]([CH:60]3[CH2:61][CH2:56]3)=[C:11]3[C:6]([CH:7]([C:12]([O:14][CH2:15][CH3:16])=[O:13])[CH2:8][CH2:9][O:10]3)=[CH:5][C:4]=2[Cl:17])=[C:20]([N+:32]([O-:34])=[O:33])[CH:21]=1)=[O:26])([CH3:31])([CH3:30])[CH3:29]. The yield is 0.510.